From a dataset of Peptide-MHC class II binding affinity with 134,281 pairs from IEDB. Regression. Given a peptide amino acid sequence and an MHC pseudo amino acid sequence, predict their binding affinity value. This is MHC class II binding data. (1) The peptide sequence is EKKNFAATQFEPLAA. The MHC is DRB1_0101 with pseudo-sequence DRB1_0101. The binding affinity (normalized) is 0.521. (2) The peptide sequence is VDAAFKVAATAANAAPANDK. The MHC is DRB1_0405 with pseudo-sequence DRB1_0405. The binding affinity (normalized) is 0.536. (3) The peptide sequence is AEHQAIVRDVLAASD. The MHC is DRB5_0101 with pseudo-sequence DRB5_0101. The binding affinity (normalized) is 0.